This data is from Forward reaction prediction with 1.9M reactions from USPTO patents (1976-2016). The task is: Predict the product of the given reaction. (1) Given the reactants Cl[C:2]1[CH:3]=[N:4][C:5]2[C:10]([N:11]=1)=[CH:9][C:8]([C:12]([C:14]1[C:15]([F:35])=[C:16]([N:22](S(CCC)(=O)=O)[S:23]([CH2:26][CH2:27][CH3:28])(=[O:25])=[O:24])[CH:17]=[C:18]([F:21])[C:19]=1[F:20])=[O:13])=[CH:7][CH:6]=2.[C-:36]#[N:37].[Na+], predict the reaction product. The product is: [C:36]([C:2]1[CH:3]=[N:4][C:5]2[C:10]([N:11]=1)=[CH:9][C:8]([C:12]([C:14]1[C:15]([F:35])=[C:16]([NH:22][S:23]([CH2:26][CH2:27][CH3:28])(=[O:24])=[O:25])[CH:17]=[C:18]([F:21])[C:19]=1[F:20])=[O:13])=[CH:7][CH:6]=2)#[N:37]. (2) Given the reactants [CH2:1]([O:3][C:4](=[O:21])[CH2:5][C:6]1[CH:11]=[CH:10][C:9]([O:12][CH2:13][C:14]2[CH:19]=[CH:18][CH:17]=[CH:16][CH:15]=2)=[C:8](Br)[CH:7]=1)[CH3:2].[B:22]1([B:22]2[O:26][C:25]([CH3:28])([CH3:27])[C:24]([CH3:30])([CH3:29])[O:23]2)[O:26][C:25]([CH3:28])([CH3:27])[C:24]([CH3:30])([CH3:29])[O:23]1, predict the reaction product. The product is: [CH2:1]([O:3][C:4](=[O:21])[CH2:5][C:6]1[CH:11]=[CH:10][C:9]([O:12][CH2:13][C:14]2[CH:19]=[CH:18][CH:17]=[CH:16][CH:15]=2)=[C:8]([B:22]2[O:26][C:25]([CH3:28])([CH3:27])[C:24]([CH3:30])([CH3:29])[O:23]2)[CH:7]=1)[CH3:2]. (3) Given the reactants [CH2:1]([O:3][C:4](=[O:17])[CH2:5][C:6]1([CH3:16])[CH2:15][CH2:14][C:13]2[C:8](=[CH:9][CH:10]=[CH:11][CH:12]=2)[O:7]1)[CH3:2].[Cl:18][S:19](O)(=[O:21])=[O:20], predict the reaction product. The product is: [CH2:1]([O:3][C:4](=[O:17])[CH2:5][C:6]1([CH3:16])[CH2:15][CH2:14][C:13]2[C:8](=[CH:9][CH:10]=[C:11]([S:19]([Cl:18])(=[O:21])=[O:20])[CH:12]=2)[O:7]1)[CH3:2]. (4) The product is: [F:40][CH:30]([F:29])[C:31]1[N:32]([C:2]2[N:3]=[C:4]([N:23]3[CH2:28][CH2:27][O:26][CH2:25][CH2:24]3)[C:5]3[N:11]=[C:10]([CH2:12][N:13]4[CH2:14][CH2:15][CH:16]([C:19]([OH:22])([CH3:20])[CH3:21])[CH2:17][CH2:18]4)[CH:9]=[CH:8][C:6]=3[N:7]=2)[C:33]2[CH:39]=[CH:38][CH:37]=[CH:36][C:34]=2[N:35]=1. Given the reactants Cl[C:2]1[N:3]=[C:4]([N:23]2[CH2:28][CH2:27][O:26][CH2:25][CH2:24]2)[C:5]2[N:11]=[C:10]([CH2:12][N:13]3[CH2:18][CH2:17][CH:16]([C:19]([OH:22])([CH3:21])[CH3:20])[CH2:15][CH2:14]3)[CH:9]=[CH:8][C:6]=2[N:7]=1.[F:29][CH:30]([F:40])[C:31]1[NH:35][C:34]2[CH:36]=[CH:37][CH:38]=[CH:39][C:33]=2[N:32]=1, predict the reaction product.